From a dataset of Full USPTO retrosynthesis dataset with 1.9M reactions from patents (1976-2016). Predict the reactants needed to synthesize the given product. (1) The reactants are: [OH:1][C:2]1[C:7]2[C:8](=[O:11])[CH2:9][O:10][C:6]=2[CH:5]=[C:4]([OH:12])[CH:3]=1.[CH3:13][O:14][C:15]1[CH:16]=[C:17]2[C:21](=[CH:22][CH:23]=1)[NH:20][C:19]([C:24]1[CH:29]=[CH:28][CH:27]=[CH:26][CH:25]=1)=[C:18]2[CH:30]=O.Cl. Given the product [OH:1][C:2]1[C:7]2[C:8](=[O:11])[C:9](=[CH:30][C:18]3[C:17]4[C:21](=[CH:22][CH:23]=[C:15]([O:14][CH3:13])[CH:16]=4)[NH:20][C:19]=3[C:24]3[CH:29]=[CH:28][CH:27]=[CH:26][CH:25]=3)[O:10][C:6]=2[CH:5]=[C:4]([OH:12])[CH:3]=1, predict the reactants needed to synthesize it. (2) Given the product [CH3:1][O:2][C:3](=[O:37])[CH:4]([N:16]1[CH2:40][CH2:39][N:23]([S:24]([C:27]2[CH:32]=[CH:31][CH:30]=[CH:29][C:28]=2[N+:33]([O-:35])=[O:34])(=[O:25])=[O:26])[CH:18]([CH2:19][CH:20]2[CH2:21][CH2:22]2)[C:17]1=[O:36])[CH2:5][C:6]1[CH:15]=[CH:14][C:13]2[C:8](=[CH:9][CH:10]=[CH:11][CH:12]=2)[CH:7]=1, predict the reactants needed to synthesize it. The reactants are: [CH3:1][O:2][C:3](=[O:37])[CH:4]([NH:16][C:17](=[O:36])[CH:18]([NH:23][S:24]([C:27]1[CH:32]=[CH:31][CH:30]=[CH:29][C:28]=1[N+:33]([O-:35])=[O:34])(=[O:26])=[O:25])[CH2:19][CH:20]1[CH2:22][CH2:21]1)[CH2:5][C:6]1[CH:15]=[CH:14][C:13]2[C:8](=[CH:9][CH:10]=[CH:11][CH:12]=2)[CH:7]=1.Br[CH2:39][CH2:40]Br.C(=O)([O-])[O-].[K+].[K+]. (3) Given the product [NH2:14][C:15]([CH3:27])([CH2:20][C:21]1[CH:22]=[CH:23][N:24]=[CH:25][CH:26]=1)[C:16]([O:18][CH3:19])=[O:17], predict the reactants needed to synthesize it. The reactants are: C1(C(=[N:14][C:15]([CH3:27])([CH2:20][C:21]2[CH:26]=[CH:25][N:24]=[CH:23][CH:22]=2)[C:16]([O:18][CH3:19])=[O:17])C2C=CC=CC=2)C=CC=CC=1.Cl. (4) Given the product [Cl:33][C:30]1[CH:31]=[CH:32][C:27]([S:24]([N:15]([CH2:14][C:11]2[CH:10]=[CH:9][C:8]([C:5]3([C:3]([OH:4])=[O:2])[CH2:6][CH2:7]3)=[CH:13][CH:12]=2)[C@@H:16]2[CH2:22][CH2:21][CH2:20][CH2:19][NH:18][C:17]2=[O:23])(=[O:25])=[O:26])=[CH:28][CH:29]=1, predict the reactants needed to synthesize it. The reactants are: C[O:2][C:3]([C:5]1([C:8]2[CH:13]=[CH:12][C:11]([CH2:14][N:15]([S:24]([C:27]3[CH:32]=[CH:31][C:30]([Cl:33])=[CH:29][CH:28]=3)(=[O:26])=[O:25])[C@@H:16]3[CH2:22][CH2:21][CH2:20][CH2:19][NH:18][C:17]3=[O:23])=[CH:10][CH:9]=2)[CH2:7][CH2:6]1)=[O:4].[OH-].[Na+]. (5) Given the product [C:24]([C:3]1[N:4]=[C:5]([C:9]2[CH:10]=[CH:11][C:12]([C:41]3[CH:40]=[CH:39][C:38]([CH2:50][C:51]([O:53][CH3:54])=[O:52])=[CH:37][C:36]=3[Cl:35])=[CH:13][CH:14]=2)[C:6]([CH3:8])=[N:7][C:2]=1[CH3:1])(=[O:25])[NH2:26], predict the reactants needed to synthesize it. The reactants are: [CH3:1][C:2]1[C:3]([C:24]([NH2:26])=[O:25])=[N:4][C:5]([C:9]2[CH:14]=[CH:13][C:12](B3OC(C)(C)C(C)(C)O3)=[CH:11][CH:10]=2)=[C:6]([CH3:8])[N:7]=1.P([O-])([O-])([O-])=O.[K+].[K+].[K+].[Cl:35][C:36]1[CH:37]=[C:38]([CH2:50][C:51]([O:53][CH3:54])=[O:52])[CH:39]=[CH:40][C:41]=1OS(C(F)(F)F)(=O)=O.